From a dataset of Full USPTO retrosynthesis dataset with 1.9M reactions from patents (1976-2016). Predict the reactants needed to synthesize the given product. (1) Given the product [CH:7]1([NH:4][C:49]([C:48]2[C:42]3[CH:41]=[C:40]([C:34]4[C:33]([Br:32])=[CH:38][N:37]=[C:36]([Cl:39])[N:35]=4)[S:44][C:43]=3[CH:45]=[CH:46][CH:47]=2)=[O:51])[CH2:9][CH2:8]1, predict the reactants needed to synthesize it. The reactants are: C([N:4]([CH:7]([CH3:9])[CH3:8])CC)(C)C.Cl.CN(C)CCCN=C=NCC.ON1C2C=CC=CC=2N=N1.[Br:32][C:33]1[C:34]([C:40]2[S:44][C:43]3[CH:45]=[CH:46][CH:47]=[C:48]([C:49]([OH:51])=O)[C:42]=3[CH:41]=2)=[N:35][C:36]([Cl:39])=[N:37][CH:38]=1.C1(N)CC1. (2) Given the product [CH2:1]([O:3][C:4](=[O:43])[CH2:5][CH2:6][CH2:7][O:8][C:9]1[CH:14]=[CH:13][CH:12]=[C:11]([CH2:15][CH2:16][CH2:17][CH2:18][CH2:19][CH2:20][O:21][C:22]2[CH:23]=[C:24]([C:46]3[CH:47]=[CH:48][S:44][CH:45]=3)[CH:25]=[C:26]([O:28][CH2:29][CH:30]3[CH2:34][CH2:33][CH2:32][CH2:31]3)[CH:27]=2)[C:10]=1[CH2:36][CH2:37][C:38]([O:40][CH2:41][CH3:42])=[O:39])[CH3:2], predict the reactants needed to synthesize it. The reactants are: [CH2:1]([O:3][C:4](=[O:43])[CH2:5][CH2:6][CH2:7][O:8][C:9]1[CH:14]=[CH:13][CH:12]=[C:11]([CH2:15][CH2:16][CH2:17][CH2:18][CH2:19][CH2:20][O:21][C:22]2[CH:27]=[C:26]([O:28][CH2:29][CH:30]3[CH2:34][CH2:33][CH2:32][CH2:31]3)[CH:25]=[C:24](Br)[CH:23]=2)[C:10]=1[CH2:36][CH2:37][C:38]([O:40][CH2:41][CH3:42])=[O:39])[CH3:2].[S:44]1[CH:48]=[CH:47][C:46](B(O)O)=[CH:45]1.C(=O)([O-])[O-].[Cs+].[Cs+]. (3) Given the product [Cl:1][C:2]1[C:6]([CH2:7][O:8][C:9]2[C:14]([F:15])=[CH:13][C:12]([CH2:16][CH2:17][C:18]([OH:20])=[O:19])=[CH:11][C:10]=2[F:25])=[C:5]([C:26]2[CH:27]=[CH:28][C:29]([Cl:32])=[CH:30][CH:31]=2)[S:4][N:3]=1, predict the reactants needed to synthesize it. The reactants are: [Cl:1][C:2]1[C:6]([CH2:7][O:8][C:9]2[C:14]([F:15])=[CH:13][C:12]([CH2:16][CH2:17][C:18]([O:20]C(C)(C)C)=[O:19])=[CH:11][C:10]=2[F:25])=[C:5]([C:26]2[CH:31]=[CH:30][C:29]([Cl:32])=[CH:28][CH:27]=2)[S:4][N:3]=1.C(O)(C(F)(F)F)=O. (4) Given the product [Br:23][C:24]1[C:25]([O:37][CH3:38])=[CH:26][C:27]([C:32]2[O:33][C:34]([C:4](=[O:21])[CH:5]([O:19][CH3:20])[C:6]3[CH:7]=[CH:8][C:9]([CH2:12][N:13]4[CH2:14][CH2:15][O:16][CH2:17][CH2:18]4)=[CH:10][CH:11]=3)=[CH:35][CH:36]=2)=[CH:28][C:29]=1[O:30][CH3:31], predict the reactants needed to synthesize it. The reactants are: CON(C)[C:4](=[O:21])[CH:5]([O:19][CH3:20])[C:6]1[CH:11]=[CH:10][C:9]([CH2:12][N:13]2[CH2:18][CH2:17][O:16][CH2:15][CH2:14]2)=[CH:8][CH:7]=1.[Br:23][C:24]1[C:29]([O:30][CH3:31])=[CH:28][C:27]([C:32]2[O:33][CH:34]=[CH:35][CH:36]=2)=[CH:26][C:25]=1[O:37][CH3:38].